Task: Predict which catalyst facilitates the given reaction.. Dataset: Catalyst prediction with 721,799 reactions and 888 catalyst types from USPTO Reactant: [CH2:1]([O:3][C:4](=[O:50])[C:5]([CH3:49])([O:42][C:43]1[CH:48]=[CH:47][CH:46]=[CH:45][CH:44]=1)[CH2:6][C:7]1[CH:12]=[CH:11][C:10]([O:13][CH2:14][CH2:15][CH:16]2[CH2:20][N:19]([CH2:21][C:22]3[CH:31]=[CH:30][C:29]4[C:24](=[CH:25][CH:26]=[CH:27][CH:28]=4)[CH:23]=3)[C:18](=[O:32])[N:17]2CC2C=CC(OC)=CC=2)=[CH:9][CH:8]=1)[CH3:2].C([SiH](CC)CC)C. Product: [CH2:1]([O:3][C:4](=[O:50])[C:5]([CH3:49])([O:42][C:43]1[CH:44]=[CH:45][CH:46]=[CH:47][CH:48]=1)[CH2:6][C:7]1[CH:8]=[CH:9][C:10]([O:13][CH2:14][CH2:15][CH:16]2[CH2:20][N:19]([CH2:21][C:22]3[CH:31]=[CH:30][C:29]4[C:24](=[CH:25][CH:26]=[CH:27][CH:28]=4)[CH:23]=3)[C:18](=[O:32])[NH:17]2)=[CH:11][CH:12]=1)[CH3:2]. The catalyst class is: 574.